This data is from Reaction yield outcomes from USPTO patents with 853,638 reactions. The task is: Predict the reaction yield, written as a fraction of the theoretical maximum amount of product (1.0 means a 100% yield; for example, 0.34 means a 34% yield). (1) The reactants are [Cl:1][C:2]1[CH:3]=[C:4]([C:20]2[C:21]([C:26]#[N:27])=[CH:22][CH:23]=[CH:24][CH:25]=2)[CH:5]=[CH:6][C:7]=1[CH2:8][C:9]1[C:14](=[O:15])[NH:13][C:12]([CH3:16])=[N:11][C:10]=1[CH2:17][CH2:18][CH3:19].[CH3:28][C:29]1([CH3:41])[CH2:33][C:32]2[CH:34]=[C:35](B(O)O)[CH:36]=[CH:37][C:31]=2[O:30]1.C([N:44](CC)CC)C.N1C=CC=CC=1.[C:55]([O:58]CC)(=[O:57])C. The catalyst is ClCCl.C([O-])(=O)C.[Cu+2].C([O-])(=O)C. The product is [Cl:1][C:2]1[CH:3]=[C:4]([C:20]2[CH:25]=[CH:24][CH:23]=[CH:22][C:21]=2[C:26]2[NH:44][C:55](=[O:57])[O:58][N:27]=2)[CH:5]=[CH:6][C:7]=1[CH2:8][C:9]1[C:14](=[O:15])[N:13]([C:35]2[CH:36]=[CH:37][C:31]3[O:30][C:29]([CH3:41])([CH3:28])[CH2:33][C:32]=3[CH:34]=2)[C:12]([CH3:16])=[N:11][C:10]=1[CH2:17][CH2:18][CH3:19]. The yield is 0.620. (2) The reactants are [Cl-].[CH3:2][O:3][C:4]1[CH:11]=[CH:10][CH:9]=[CH:8][C:5]=1[CH2:6][Zn+].C1COCC1.[O:17]1[C:21]2[CH:22]=[CH:23][C:24]([C:26]3([C:29]([NH:31][C:32]4[N:33]=[N:34][C:35](Cl)=[CH:36][CH:37]=4)=[O:30])[CH2:28][CH2:27]3)=[CH:25][C:20]=2[O:19][CH2:18]1. The catalyst is C1C=CC(P(C2C=CC=CC=2)[C-]2C=CC=C2)=CC=1.C1C=CC(P(C2C=CC=CC=2)[C-]2C=CC=C2)=CC=1.Cl[Pd]Cl.[Fe+2]. The product is [O:17]1[C:21]2[CH:22]=[CH:23][C:24]([C:26]3([C:29]([NH:31][C:32]4[N:33]=[N:34][C:35]([CH2:6][C:5]5[CH:8]=[CH:9][CH:10]=[CH:11][C:4]=5[O:3][CH3:2])=[CH:36][CH:37]=4)=[O:30])[CH2:28][CH2:27]3)=[CH:25][C:20]=2[O:19][CH2:18]1. The yield is 0.520.